Task: Predict the reactants needed to synthesize the given product.. Dataset: Full USPTO retrosynthesis dataset with 1.9M reactions from patents (1976-2016) (1) Given the product [SH:15][C:13]1[S:14][C:2]2[CH:3]=[CH:4][CH:5]=[C:6]([CH3:8])[C:7]=2[N:18]=1, predict the reactants needed to synthesize it. The reactants are: Br[C:2]1[CH:7]=[C:6]([CH3:8])[CH:5]=[CH:4][C:3]=1N.C(O[C:13]([SH:15])=[S:14])C.[K].C[N:18](C=O)C. (2) Given the product [F:1][C:2]1[CH:3]=[C:4]([CH2:5][N:29]2[CH2:32][CH:31]([C:33]([O:35][CH3:36])=[O:34])[CH2:30]2)[CH:7]=[CH:8][C:9]=1[C:10]1[S:11][C:12]2[CH:18]=[C:17]([C:19]3([C:22]4[CH:23]=[CH:24][CH:25]=[CH:26][CH:27]=4)[CH2:20][CH2:21]3)[CH:16]=[CH:15][C:13]=2[N:14]=1, predict the reactants needed to synthesize it. The reactants are: [F:1][C:2]1[CH:3]=[C:4]([CH:7]=[CH:8][C:9]=1[C:10]1[S:11][C:12]2[CH:18]=[C:17]([C:19]3([C:22]4[CH:27]=[CH:26][CH:25]=[CH:24][CH:23]=4)[CH2:21][CH2:20]3)[CH:16]=[CH:15][C:13]=2[N:14]=1)[CH:5]=O.Cl.[NH:29]1[CH2:32][CH:31]([C:33]([O:35][CH3:36])=[O:34])[CH2:30]1. (3) Given the product [F:33][C:2]([F:1])([F:32])[C:3]1[C:4]([C:11]2[N:16]=[C:15]3[N:17]=[CH:18][CH:19]=[C:20]([NH:21][C:22]4[CH:27]=[CH:26][C:25]([C:28]([F:30])([F:29])[F:31])=[CH:24][N:23]=4)[C:14]3=[N:13][CH:12]=2)=[N:5][CH:6]=[C:7]([CH:10]=1)[C:8]([NH2:9])=[O:38], predict the reactants needed to synthesize it. The reactants are: [F:1][C:2]([F:33])([F:32])[C:3]1[C:4]([C:11]2[N:16]=[C:15]3[N:17]=[CH:18][CH:19]=[C:20]([NH:21][C:22]4[CH:27]=[CH:26][C:25]([C:28]([F:31])([F:30])[F:29])=[CH:24][N:23]=4)[C:14]3=[N:13][CH:12]=2)=[N:5][CH:6]=[C:7]([CH:10]=1)[C:8]#[N:9].CO.CC[O:38]C(C)=O. (4) Given the product [C:1]([C:9]1[CH:25]=[CH:24][C:12]2[N:13]=[C:14]([C:16]3[CH:17]=[C:18]([C:21]([N:26]4[CH2:30][CH2:29][CH2:28][CH2:27]4)=[O:22])[NH:19][CH:20]=3)[NH:15][C:11]=2[CH:10]=1)(=[O:8])[C:2]1[CH:3]=[CH:4][CH:5]=[CH:6][CH:7]=1, predict the reactants needed to synthesize it. The reactants are: [C:1]([C:9]1[CH:25]=[CH:24][C:12]2[N:13]=[C:14]([C:16]3[CH:17]=[C:18]([C:21](O)=[O:22])[NH:19][CH:20]=3)[NH:15][C:11]=2[CH:10]=1)(=[O:8])[C:2]1[CH:7]=[CH:6][CH:5]=[CH:4][CH:3]=1.[NH:26]1[CH2:30][CH2:29][CH2:28][CH2:27]1.Cl.C(N=C=NCCCN(C)C)C.O.ON1C2C=CC=CC=2N=N1. (5) Given the product [C:22]([C:9]1[C:10]([C:12]2[CH:17]=[CH:16][CH:15]=[C:14]([S:18]([CH3:21])(=[O:19])=[O:20])[CH:13]=2)=[CH:11][N:7]([CH2:6][C:5]([OH:24])=[O:4])[CH:8]=1)#[N:23], predict the reactants needed to synthesize it. The reactants are: [Li+].[OH-].C[O:4][C:5](=[O:24])[CH2:6][N:7]1[CH:11]=[C:10]([C:12]2[CH:17]=[CH:16][CH:15]=[C:14]([S:18]([CH3:21])(=[O:20])=[O:19])[CH:13]=2)[C:9]([C:22]#[N:23])=[CH:8]1.C1COCC1.Cl. (6) Given the product [Br:1][C:5]1[CH:4]=[N:3][C:8]2[NH:9][C:10](=[O:14])[CH2:11][CH2:12][CH2:13][C:7]=2[CH:6]=1, predict the reactants needed to synthesize it. The reactants are: [Br:1]Br.[N:3]1[C:8]2[NH:9][C:10](=[O:14])[CH2:11][CH2:12][CH2:13][C:7]=2[CH:6]=[CH:5][CH:4]=1. (7) Given the product [Cl:1][C:2]1[CH:3]=[C:4]([C:13]([CH3:16])([CH3:15])[CH3:14])[C:5]([OH:12])=[C:6]([C:10]=1[CH3:11])[C:7]([NH:17][C:18]1[CH:25]=[CH:24][C:21]([C:22]#[N:23])=[CH:20][C:19]=1[O:26][C:27]([F:28])([F:29])[F:30])=[O:9], predict the reactants needed to synthesize it. The reactants are: [Cl:1][C:2]1[CH:3]=[C:4]([C:13]([CH3:16])([CH3:15])[CH3:14])[C:5]([OH:12])=[C:6]([C:10]=1[CH3:11])[C:7]([OH:9])=O.[NH2:17][C:18]1[CH:25]=[CH:24][C:21]([C:22]#[N:23])=[CH:20][C:19]=1[O:26][C:27]([F:30])([F:29])[F:28].